This data is from Peptide-MHC class I binding affinity with 185,985 pairs from IEDB/IMGT. The task is: Regression. Given a peptide amino acid sequence and an MHC pseudo amino acid sequence, predict their binding affinity value. This is MHC class I binding data. (1) The binding affinity (normalized) is 0.257. The peptide sequence is LMMNGTSAM. The MHC is HLA-C05:01 with pseudo-sequence HLA-C05:01. (2) The binding affinity (normalized) is 0.213. The MHC is HLA-B53:01 with pseudo-sequence HLA-B53:01. The peptide sequence is WLYDLWGQL. (3) The peptide sequence is MQFKLGIPK. The MHC is HLA-A24:03 with pseudo-sequence HLA-A24:03. The binding affinity (normalized) is 0.0847. (4) The peptide sequence is ATPHSVWVF. The MHC is HLA-B27:03 with pseudo-sequence HLA-B27:03. The binding affinity (normalized) is 0.0847.